Dataset: Catalyst prediction with 721,799 reactions and 888 catalyst types from USPTO. Task: Predict which catalyst facilitates the given reaction. (1) Reactant: F[C:2]1[CH:7]=[CH:6][C:5]([N+:8]([O-:10])=[O:9])=[CH:4][C:3]=1[CH2:11][C:12]([OH:14])=O.[CH3:15][O:16][CH2:17][CH2:18][NH2:19]. Product: [CH3:15][O:16][CH2:17][CH2:18][N:19]1[C:2]2[C:3](=[CH:4][C:5]([N+:8]([O-:10])=[O:9])=[CH:6][CH:7]=2)[CH2:11][C:12]1=[O:14]. The catalyst class is: 16. (2) Reactant: [CH2:1]([O:4][CH:5]1[CH2:10][CH2:9][N:8](C(OC(C)(C)C)=O)[CH2:7][CH2:6]1)[C:2]#[CH:3].[ClH:18]. Product: [ClH:18].[CH2:1]([O:4][CH:5]1[CH2:10][CH2:9][NH:8][CH2:7][CH2:6]1)[C:2]#[CH:3]. The catalyst class is: 12. (3) Reactant: [Br:1]Br.[NH:3]1[C:11]2[C:6](=[CH:7][CH:8]=[CH:9][CH:10]=2)[C:5]([C:12]([OH:14])=[O:13])=[CH:4]1. Product: [Br:1][C:9]1[CH:10]=[C:11]2[C:6]([C:5]([C:12]([OH:14])=[O:13])=[CH:4][NH:3]2)=[CH:7][CH:8]=1. The catalyst class is: 15.